Task: Predict the product of the given reaction.. Dataset: Forward reaction prediction with 1.9M reactions from USPTO patents (1976-2016) Given the reactants Cl[C:2]1[N:10]=[C:9]2[C:5]([N:6]=[CH:7][N:8]2[CH2:11][CH2:12][O:13][CH3:14])=[C:4]([C:15]2[CH:16]=[C:17]([OH:21])[CH:18]=[CH:19][CH:20]=2)[N:3]=1.[NH:22]1[CH2:27][CH2:26][O:25][CH2:24][CH2:23]1, predict the reaction product. The product is: [CH3:14][O:13][CH2:12][CH2:11][N:8]1[CH:7]=[N:6][C:5]2[C:9]1=[N:10][C:2]([N:22]1[CH2:27][CH2:26][O:25][CH2:24][CH2:23]1)=[N:3][C:4]=2[C:15]1[CH:16]=[C:17]([OH:21])[CH:18]=[CH:19][CH:20]=1.